Dataset: CYP2D6 inhibition data for predicting drug metabolism from PubChem BioAssay. Task: Regression/Classification. Given a drug SMILES string, predict its absorption, distribution, metabolism, or excretion properties. Task type varies by dataset: regression for continuous measurements (e.g., permeability, clearance, half-life) or binary classification for categorical outcomes (e.g., BBB penetration, CYP inhibition). Dataset: cyp2d6_veith. (1) The molecule is Cc1noc(C)c1C(=O)N1CCC[C@@]2(CCN(Cc3nccs3)C2)C1. The result is 0 (non-inhibitor). (2) The compound is O=C(Nc1ccc([N+](=O)[O-])cc1)/C(=C/c1cccc([N+](=O)[O-])c1)NC(=O)C1CCCCC1. The result is 0 (non-inhibitor).